This data is from Catalyst prediction with 721,799 reactions and 888 catalyst types from USPTO. The task is: Predict which catalyst facilitates the given reaction. (1) Product: [C:2]1([C:8]2([C:14]3[CH:19]=[CH:18][CH:17]=[CH:16][CH:15]=3)[CH2:9][CH2:10][N:11]([CH2:29][CH2:28][C:27]#[N:30])[CH2:12][CH2:13]2)[CH:3]=[CH:4][CH:5]=[CH:6][CH:7]=1. Reactant: Cl.[C:2]1([C:8]2([C:14]3[CH:19]=[CH:18][CH:17]=[CH:16][CH:15]=3)[CH2:13][CH2:12][NH:11][CH2:10][CH2:9]2)[CH:7]=[CH:6][CH:5]=[CH:4][CH:3]=1.CCN(CC)CC.[C:27](#[N:30])[CH:28]=[CH2:29]. The catalyst class is: 14. (2) Reactant: [C:1]1([CH:7]([C:19]2[CH:24]=[CH:23][CH:22]=[CH:21][CH:20]=2)[N:8]2[CH:13]=[CH:12][C:11]([C:14]([O:16]C)=[O:15])=[CH:10][C:9]2=[O:18])[CH:6]=[CH:5][CH:4]=[CH:3][CH:2]=1.[OH-].[Na+]. Product: [C:19]1([CH:7]([C:1]2[CH:6]=[CH:5][CH:4]=[CH:3][CH:2]=2)[N:8]2[CH:13]=[CH:12][C:11]([C:14]([OH:16])=[O:15])=[CH:10][C:9]2=[O:18])[CH:20]=[CH:21][CH:22]=[CH:23][CH:24]=1. The catalyst class is: 36. (3) Reactant: [F:1][C@H:2]1[C@@H:7]([O:8][C:9]2[CH:16]=[CH:15][C:14]([C:17]3[N:22]=[C:21]([NH:23][C:24]4[CH:29]=[CH:28][C:27]([N:30]5[CH2:35][CH2:34][CH:33]([N:36]6[CH2:41][CH2:40][O:39][CH2:38][CH2:37]6)[CH2:32][CH2:31]5)=[C:26]([O:42][CH3:43])[CH:25]=4)[N:20]=[CH:19][N:18]=3)=[CH:13][C:10]=2[C:11]#[N:12])[CH2:6][CH2:5][NH:4][CH2:3]1.C(N(CC)C(C)C)(C)C.CN(C(ON1N=NC2C=CC=NC1=2)=[N+](C)C)C.F[P-](F)(F)(F)(F)F.[OH:77][CH2:78][C:79](O)=[O:80]. Product: [F:1][C@H:2]1[C@@H:7]([O:8][C:9]2[CH:16]=[CH:15][C:14]([C:17]3[N:22]=[C:21]([NH:23][C:24]4[CH:29]=[CH:28][C:27]([N:30]5[CH2:35][CH2:34][CH:33]([N:36]6[CH2:41][CH2:40][O:39][CH2:38][CH2:37]6)[CH2:32][CH2:31]5)=[C:26]([O:42][CH3:43])[CH:25]=4)[N:20]=[CH:19][N:18]=3)=[CH:13][C:10]=2[C:11]#[N:12])[CH2:6][CH2:5][N:4]([C:78](=[O:77])[CH2:79][OH:80])[CH2:3]1. The catalyst class is: 9. (4) Reactant: [CH2:1]([O:8][C:9](=[O:20])[NH:10][C:11]1[C:12]([O:18][CH3:19])=[N:13][CH:14]=[C:15](I)[CH:16]=1)[C:2]1[CH:7]=[CH:6][CH:5]=[CH:4][CH:3]=1.[B:21]1([B:21]2[O:25][C:24]([CH3:27])([CH3:26])[C:23]([CH3:29])([CH3:28])[O:22]2)[O:25][C:24]([CH3:27])([CH3:26])[C:23]([CH3:29])([CH3:28])[O:22]1.C([O-])(=O)C.[K+]. Product: [CH2:1]([O:8][C:9](=[O:20])[NH:10][C:11]1[C:12]([O:18][CH3:19])=[N:13][CH:14]=[C:15]([B:21]2[O:25][C:24]([CH3:27])([CH3:26])[C:23]([CH3:29])([CH3:28])[O:22]2)[CH:16]=1)[C:2]1[CH:7]=[CH:6][CH:5]=[CH:4][CH:3]=1. The catalyst class is: 12. (5) Reactant: [CH:1]([O:8][CH2:9][CH3:10])([O:5][CH2:6][CH3:7])OCC.[O:11]=[C:12]1[C:33]2[C:28](=[CH:29][CH:30]=[CH:31][CH:32]=2)[O:27][C:14]2([CH2:19][CH2:18][N:17]([C:20]([O:22][C:23]([CH3:26])([CH3:25])[CH3:24])=[O:21])[CH2:16][CH2:15]2)[CH2:13]1.C(N(C(C)C)C(C)C)C.C(=O)(O)[O-].[Na+]. Product: [CH2:9]([O:8][CH:1]([O:5][CH2:6][CH3:7])[CH:13]1[C:14]2([CH2:15][CH2:16][N:17]([C:20]([O:22][C:23]([CH3:25])([CH3:24])[CH3:26])=[O:21])[CH2:18][CH2:19]2)[O:27][C:28]2[C:33](=[CH:32][CH:31]=[CH:30][CH:29]=2)[C:12]1=[O:11])[CH3:10]. The catalyst class is: 4. (6) Reactant: C[Si]([N-][Si](C)(C)C)(C)C.[Na+].[F:11][C:12]1[CH:17]=[C:16]([CH3:18])[CH:15]=[CH:14][N:13]=1.[C:19](OC)(=[O:26])[C:20]1[CH:25]=[CH:24][CH:23]=[N:22][CH:21]=1.Cl.[OH-].[Na+]. Product: [F:11][C:12]1[CH:17]=[C:16]([CH2:18][C:19]([C:20]2[CH:21]=[N:22][CH:23]=[CH:24][CH:25]=2)=[O:26])[CH:15]=[CH:14][N:13]=1. The catalyst class is: 7. (7) Reactant: [C:1]([CH:3]1[CH2:8][CH2:7][N:6]([C:9](=[O:21])[CH2:10][C:11]([O:13][CH2:14][C:15]2[CH:20]=[CH:19][CH:18]=[CH:17][CH:16]=2)=[O:12])[CH2:5][CH2:4]1)#[N:2].[Br:22]N1C(=O)CCC1=O.O. Product: [Br:22][CH:10]([C:9]([N:6]1[CH2:7][CH2:8][CH:3]([C:1]#[N:2])[CH2:4][CH2:5]1)=[O:21])[C:11]([O:13][CH2:14][C:15]1[CH:20]=[CH:19][CH:18]=[CH:17][CH:16]=1)=[O:12]. The catalyst class is: 13. (8) Reactant: [C:1]([O:5][CH:6]([C:11]1[N:16]([CH3:17])[C:15](=[O:18])[C:14]2[NH:19][CH:20]=[CH:21][C:13]=2[C:12]=1[C:22]1[CH:27]=[CH:26][C:25]([CH3:28])=[CH:24][CH:23]=1)[C:7]([O:9][CH3:10])=[O:8])([CH3:4])([CH3:3])[CH3:2].Br[CH2:30][C:31]1[CH:39]=[CH:38][C:34]2=[N:35][O:36][N:37]=[C:33]2[CH:32]=1.C(=O)([O-])[O-].[Cs+].[Cs+].O. Product: [N:35]1[O:36][N:37]=[C:33]2[CH:32]=[C:31]([CH2:30][N:19]3[C:14]4[C:15](=[O:18])[N:16]([CH3:17])[C:11]([CH:6]([O:5][C:1]([CH3:4])([CH3:3])[CH3:2])[C:7]([O:9][CH3:10])=[O:8])=[C:12]([C:22]5[CH:27]=[CH:26][C:25]([CH3:28])=[CH:24][CH:23]=5)[C:13]=4[CH:21]=[CH:20]3)[CH:39]=[CH:38][C:34]=12. The catalyst class is: 10. (9) Reactant: [H-].[Al+3].[Li+].[H-].[H-].[H-].[Cl:7][C:8]1[CH:9]=[CH:10][C:11]2[N:17]3[C:18]([CH3:21])=[N:19][N:20]=[C:16]3[C@@H:15]([CH2:22][C:23](OCC)=[O:24])[O:14][C@H:13]([C:28]3[CH:33]=[CH:32][CH:31]=[C:30]([O:34][CH3:35])[C:29]=3[O:36][CH3:37])[C:12]=2[CH:38]=1.C(C(C(C([O-])=O)O)O)([O-])=O.[Na+].[K+]. Product: [Cl:7][C:8]1[CH:9]=[CH:10][C:11]2[N:17]3[C:18]([CH3:21])=[N:19][N:20]=[C:16]3[C@@H:15]([CH2:22][CH2:23][OH:24])[O:14][C@H:13]([C:28]3[CH:33]=[CH:32][CH:31]=[C:30]([O:34][CH3:35])[C:29]=3[O:36][CH3:37])[C:12]=2[CH:38]=1. The catalyst class is: 7.